From a dataset of CYP1A2 inhibition data for predicting drug metabolism from PubChem BioAssay. Regression/Classification. Given a drug SMILES string, predict its absorption, distribution, metabolism, or excretion properties. Task type varies by dataset: regression for continuous measurements (e.g., permeability, clearance, half-life) or binary classification for categorical outcomes (e.g., BBB penetration, CYP inhibition). Dataset: cyp1a2_veith. (1) The result is 0 (non-inhibitor). The molecule is C[C@H]1CS(=O)(=O)CCN1/N=C\c1ccc([N+](=O)[O-])o1. (2) The molecule is O=C(O)CCC(=O)N1CCOc2ccc(Cl)cc21. The result is 0 (non-inhibitor). (3) The drug is CC(CC(=O)NC1CCCC1)c1ccccc1. The result is 0 (non-inhibitor). (4) The drug is CCCN1CCc2cc(O)cc3c2[C@H]1Cc1ccc(O)c(O)c1-3. The result is 1 (inhibitor). (5) The molecule is CCNc1nc(NCC)nc(ON=C(C)C)n1. The result is 1 (inhibitor). (6) The molecule is Cc1ccc2c(c1)C(=O)[C@@]1(O)CCN(c3ccccc3)C1=N2. The result is 1 (inhibitor). (7) The molecule is CC(C)(C)c1cc(/C=N/n2cnnc2)cc(C(C)(C)C)c1O. The result is 1 (inhibitor).